Dataset: Forward reaction prediction with 1.9M reactions from USPTO patents (1976-2016). Task: Predict the product of the given reaction. (1) Given the reactants [C:1]([NH:4][C:5]1[S:6][C:7]([C:26](N(OC)C)=[O:27])=[C:8]([CH2:10][CH2:11][C:12]2[CH:17]=[CH:16][C:15]([NH:18][C:19](=[O:25])[O:20][C:21]([CH3:24])([CH3:23])[CH3:22])=[CH:14][CH:13]=2)[N:9]=1)(=[O:3])[CH3:2].[Al].[Li].[Na], predict the reaction product. The product is: [C:21]([O:20][C:19](=[O:25])[NH:18][C:15]1[CH:14]=[CH:13][C:12]([CH2:11][CH2:10][C:8]2[N:9]=[C:5]([NH:4][C:1](=[O:3])[CH3:2])[S:6][C:7]=2[CH:26]=[O:27])=[CH:17][CH:16]=1)([CH3:24])([CH3:22])[CH3:23]. (2) Given the reactants [CH:1]12[CH2:10][CH:5]3[CH2:6][CH:7]([CH2:9][CH:3]([CH2:4]3)[C:2]1=[O:11])[CH2:8]2.[C:12]12(C(=O)C)CC3CC(CC(C3)[CH2:13]1)[CH2:19]2, predict the reaction product. The product is: [CH:12]([C:2]1([OH:11])[CH:3]2[CH2:9][CH:7]3[CH2:6][CH:5]([CH2:10][CH:1]1[CH2:8]3)[CH2:4]2)([CH3:19])[CH3:13]. (3) Given the reactants [NH:1]([C:3]([O:5][CH2:6][CH3:7])=[O:4])[NH2:2].[CH3:8][O:9][C:10]1[CH:11]=[C:12]([CH:34]=[CH:35][CH:36]=1)[O:13][C:14]1[CH:15]=[C:16]2[C:21](=[CH:22][CH:23]=1)[N:20]=[C:19](SC)[CH:18]([NH:26][C:27](=[O:33])[O:28][C:29]([CH3:32])([CH3:31])[CH3:30])[CH2:17]2, predict the reaction product. The product is: [C:29]([O:28][C:27]([NH:26][CH:18]1[CH2:17][C:16]2[C:21](=[CH:22][CH:23]=[C:14]([O:13][C:12]3[CH:34]=[CH:35][CH:36]=[C:10]([O:9][CH3:8])[CH:11]=3)[CH:15]=2)[NH:20][C:19]1=[N:2][NH:1][C:3]([O:5][CH2:6][CH3:7])=[O:4])=[O:33])([CH3:32])([CH3:31])[CH3:30]. (4) Given the reactants [C-:1]#[N:2].[K+].[CH2:4]([NH:8][C:9]1[C:14]([CH2:15][C:16]2[CH:21]=[CH:20][C:19]([CH2:22]Cl)=[CH:18][C:17]=2[O:24][CH3:25])=[C:13]([CH3:26])[N:12]=[C:11]([NH2:27])[N:10]=1)[CH2:5][CH2:6][CH3:7], predict the reaction product. The product is: [NH2:27][C:11]1[N:10]=[C:9]([NH:8][CH2:4][CH2:5][CH2:6][CH3:7])[C:14]([CH2:15][C:16]2[CH:21]=[CH:20][C:19]([CH2:22][C:1]#[N:2])=[CH:18][C:17]=2[O:24][CH3:25])=[C:13]([CH3:26])[N:12]=1. (5) Given the reactants C1(OP(Cl)(OC2C=CC=CC=2)=O)C=CC=CC=1.[O:18]1[C:22]2[CH:23]=[CH:24][CH:25]=[CH:26][C:21]=2[CH:20]=[C:19]1[C:27]([OH:29])=O.C1(C)C=CC(C([C@@](C(O)=O)(O)[C@@](C(C2C=CC(C)=CC=2)=O)(O)C(O)=O)=O)=CC=1.C(N(CC)CC)C.[NH2:65][C@H:66]1[CH:71]2[CH2:72][CH2:73][N:68]([CH2:69][CH2:70]2)[C@@H:67]1[CH2:74][C:75]1[CH:76]=[N:77][CH:78]=[CH:79][CH:80]=1.[OH-].[Na+], predict the reaction product. The product is: [N:77]1[CH:78]=[CH:79][CH:80]=[C:75]([CH2:74][CH:67]2[CH:66]([NH:65][C:27]([C:19]3[O:18][C:22]4[CH:23]=[CH:24][CH:25]=[CH:26][C:21]=4[CH:20]=3)=[O:29])[CH:71]3[CH2:70][CH2:69][N:68]2[CH2:73][CH2:72]3)[CH:76]=1.